From a dataset of NCI-60 drug combinations with 297,098 pairs across 59 cell lines. Regression. Given two drug SMILES strings and cell line genomic features, predict the synergy score measuring deviation from expected non-interaction effect. (1) Drug 1: CN1C2=C(C=C(C=C2)N(CCCl)CCCl)N=C1CCCC(=O)O.Cl. Drug 2: CCN(CC)CCCC(C)NC1=C2C=C(C=CC2=NC3=C1C=CC(=C3)Cl)OC. Cell line: NCI-H522. Synergy scores: CSS=4.85, Synergy_ZIP=-3.23, Synergy_Bliss=0.573, Synergy_Loewe=-6.46, Synergy_HSA=-0.354. (2) Drug 1: COC1=C(C=C2C(=C1)N=CN=C2NC3=CC(=C(C=C3)F)Cl)OCCCN4CCOCC4. Drug 2: CC1=C(C(=CC=C1)Cl)NC(=O)C2=CN=C(S2)NC3=CC(=NC(=N3)C)N4CCN(CC4)CCO. Cell line: CCRF-CEM. Synergy scores: CSS=9.54, Synergy_ZIP=-2.43, Synergy_Bliss=2.92, Synergy_Loewe=0.641, Synergy_HSA=0.0190. (3) Drug 1: CC1=C(C=C(C=C1)NC2=NC=CC(=N2)N(C)C3=CC4=NN(C(=C4C=C3)C)C)S(=O)(=O)N.Cl. Drug 2: CCCCCOC(=O)NC1=NC(=O)N(C=C1F)C2C(C(C(O2)C)O)O. Cell line: IGROV1. Synergy scores: CSS=3.68, Synergy_ZIP=-0.676, Synergy_Bliss=0.949, Synergy_Loewe=0.597, Synergy_HSA=0.806. (4) Cell line: HCT-15. Synergy scores: CSS=-5.99, Synergy_ZIP=3.24, Synergy_Bliss=2.27, Synergy_Loewe=-0.345, Synergy_HSA=-3.67. Drug 1: CC1C(C(=O)NC(C(=O)N2CCCC2C(=O)N(CC(=O)N(C(C(=O)O1)C(C)C)C)C)C(C)C)NC(=O)C3=C4C(=C(C=C3)C)OC5=C(C(=O)C(=C(C5=N4)C(=O)NC6C(OC(=O)C(N(C(=O)CN(C(=O)C7CCCN7C(=O)C(NC6=O)C(C)C)C)C)C(C)C)C)N)C. Drug 2: CN1C2=C(C=C(C=C2)N(CCCl)CCCl)N=C1CCCC(=O)O.Cl. (5) Drug 1: C1CN1C2=NC(=NC(=N2)N3CC3)N4CC4. Drug 2: C1CCN(CC1)CCOC2=CC=C(C=C2)C(=O)C3=C(SC4=C3C=CC(=C4)O)C5=CC=C(C=C5)O. Cell line: HCT-15. Synergy scores: CSS=39.9, Synergy_ZIP=2.61, Synergy_Bliss=1.52, Synergy_Loewe=1.90, Synergy_HSA=2.09. (6) Drug 1: C1C(C(OC1N2C=C(C(=O)NC2=O)F)CO)O. Drug 2: CC(C)(C#N)C1=CC(=CC(=C1)CN2C=NC=N2)C(C)(C)C#N. Cell line: SF-295. Synergy scores: CSS=13.9, Synergy_ZIP=-4.74, Synergy_Bliss=-0.832, Synergy_Loewe=-7.92, Synergy_HSA=-5.21.